From a dataset of Forward reaction prediction with 1.9M reactions from USPTO patents (1976-2016). Predict the product of the given reaction. (1) Given the reactants [CH3:1][C:2]1[CH:7]=[CH:6][N:5]=[CH:4][C:3]=1C1C=CC=C2C=1C=NN2.CC1(C)C(C)(C)OB([C:25]2[CH:30]=[CH:29][C:28]([NH:31][S:32]([CH3:35])(=[O:34])=[O:33])=[CH:27][C:26]=2[C:36]([F:39])([F:38])[F:37])O1.BrC1C=NC=CC=1C, predict the reaction product. The product is: [CH3:1][C:2]1[CH:7]=[CH:6][N:5]=[CH:4][C:3]=1[C:25]1[CH:30]=[CH:29][C:28]([NH:31][S:32]([CH3:35])(=[O:33])=[O:34])=[CH:27][C:26]=1[C:36]([F:37])([F:38])[F:39]. (2) Given the reactants [N+:1]([C:4]1[CH:9]=[CH:8][C:7]([CH:10]([C:15]([O:17][CH3:18])=[O:16])[C:11]([O:13][CH3:14])=[O:12])=[CH:6][CH:5]=1)([O-:3])=[O:2].[H-].[Na+].[CH3:21]I.O, predict the reaction product. The product is: [CH3:21][C:10]([C:7]1[CH:8]=[CH:9][C:4]([N+:1]([O-:3])=[O:2])=[CH:5][CH:6]=1)([C:15]([O:17][CH3:18])=[O:16])[C:11]([O:13][CH3:14])=[O:12].